This data is from Forward reaction prediction with 1.9M reactions from USPTO patents (1976-2016). The task is: Predict the product of the given reaction. (1) Given the reactants [CH3:1][C@@:2]([S:14]([CH3:17])(=[O:16])=[O:15])([CH2:6][CH2:7][N:8]1[CH:12]=[C:11]([CH3:13])[CH:10]=[N:9]1)[C:3]([O-:5])=[O:4].C1COCC1.CO.O.[Li+].[OH-].Cl, predict the reaction product. The product is: [CH3:1][C@@:2]([S:14]([CH3:17])(=[O:15])=[O:16])([CH2:6][CH2:7][N:8]1[CH:12]=[C:11]([CH3:13])[CH:10]=[N:9]1)[C:3]([OH:5])=[O:4]. (2) Given the reactants [H-].[Na+].[CH2:3]([N:6]1[C@H:11]([CH3:12])[CH2:10][N:9]([C@H:13]([C:28]2[CH:40]=[CH:39][C:31]([C:32]([N:34]([CH2:37][CH3:38])[CH2:35][CH3:36])=[O:33])=[CH:30][CH:29]=2)[C:14]2[CH:19]=[CH:18][CH:17]=[C:16]([O:20]S(C(F)(F)F)(=O)=O)[CH:15]=2)[C@@H:8]([CH3:41])[CH2:7]1)[CH:4]=[CH2:5].[I-].[Na+].Cl[CH2:45][C:46]([O:48][CH3:49])=[O:47].C(=O)=O, predict the reaction product. The product is: [CH2:3]([N:6]1[C@H:11]([CH3:12])[CH2:10][N:9]([C@@H:13]([C:14]2[CH:15]=[C:16]([CH:17]=[CH:18][CH:19]=2)[O:20][CH2:45][C:46]([O:48][CH3:49])=[O:47])[C:28]2[CH:40]=[CH:39][C:31]([C:32]([N:34]([CH2:37][CH3:38])[CH2:35][CH3:36])=[O:33])=[CH:30][CH:29]=2)[C@@H:8]([CH3:41])[CH2:7]1)[CH:4]=[CH2:5]. (3) Given the reactants [CH2:1]([O:8][C:9]1[CH:14]=[CH:13][C:12]([Br:15])=[CH:11][C:10]=1[C:16]1[CH:21]=[C:20](Cl)[N:19]=[C:18]([NH2:23])[N:17]=1)[C:2]1[CH:7]=[CH:6][CH:5]=[CH:4][CH:3]=1.[Cl:24][C:25]1[CH:30]=[CH:29][C:28]([NH2:31])=[CH:27][CH:26]=1, predict the reaction product. The product is: [CH2:1]([O:8][C:9]1[CH:14]=[CH:13][C:12]([Br:15])=[CH:11][C:10]=1[C:16]1[N:17]=[C:18]([NH2:23])[N:19]=[C:20]([NH:31][C:28]2[CH:29]=[CH:30][C:25]([Cl:24])=[CH:26][CH:27]=2)[CH:21]=1)[C:2]1[CH:7]=[CH:6][CH:5]=[CH:4][CH:3]=1.